Dataset: Reaction yield outcomes from USPTO patents with 853,638 reactions. Task: Predict the reaction yield, written as a fraction of the theoretical maximum amount of product (1.0 means a 100% yield; for example, 0.34 means a 34% yield). (1) The reactants are [Cl:1][C:2]1[CH:3]=[C:4]([CH:20]=[C:21]([Cl:23])[CH:22]=1)[CH2:5][C:6]1[C:7]([CH3:19])=[N:8][C:9]2[N:10]([N:13]=[CH:14][C:15]=2[C:16]([OH:18])=O)[C:11]=1[CH3:12].[CH3:24][O:25][CH2:26][CH2:27][NH2:28]. The yield is 0.550. No catalyst specified. The product is [Cl:1][C:2]1[CH:3]=[C:4]([CH:20]=[C:21]([Cl:23])[CH:22]=1)[CH2:5][C:6]1[C:7]([CH3:19])=[N:8][C:9]2[N:10]([N:13]=[CH:14][C:15]=2[C:16]([NH:28][CH2:27][CH2:26][O:25][CH3:24])=[O:18])[C:11]=1[CH3:12]. (2) The reactants are [N+:1]([C:4]1[CH:5]=[C:6]2[C:11](=[CH:12][CH:13]=1)[N:10]=[C:9]([C:14]1[CH:19]=[CH:18][C:17]3[O:20][CH2:21][O:22][C:16]=3[CH:15]=1)[N:8]=[CH:7]2)([O-:3])=[O:2].[CH3:23]COC(C)=O. No catalyst specified. The product is [N+:1]([C:4]1[CH:5]=[C:6]2[C:11](=[CH:12][CH:13]=1)[N:10]=[C:9]([C:14]1[CH:19]=[CH:18][C:17]3[O:20][CH2:21][CH2:23][O:22][C:16]=3[CH:15]=1)[N:8]=[CH:7]2)([O-:3])=[O:2]. The yield is 0.700. (3) The reactants are Br[CH2:2][C:3]([C:5]1[C:10]([CH3:11])=[CH:9][C:8]([O:12][C:13]2[N:18]=[CH:17][CH:16]=[CH:15][N:14]=2)=[CH:7][C:6]=1[CH3:19])=O.[NH2:20][C:21]([NH2:23])=[S:22]. The catalyst is CCO. The product is [CH3:19][C:6]1[CH:7]=[C:8]([O:12][C:13]2[N:18]=[CH:17][CH:16]=[CH:15][N:14]=2)[CH:9]=[C:10]([CH3:11])[C:5]=1[C:3]1[N:20]=[C:21]([NH2:23])[S:22][CH:2]=1. The yield is 0.0910. (4) The reactants are [CH2:1]([N:8]1[CH2:12][CH2:11][C:10]([NH:15][C:16](=[O:23])[CH:17]([OH:22])[CH2:18][CH:19]([CH3:21])[CH3:20])([C:13]#[N:14])[CH2:9]1)[C:2]1[CH:7]=[CH:6][CH:5]=[CH:4][CH:3]=1.Cl[C:25](OC1C=CC([N+]([O-])=O)=CC=1)=[O:26].CN1CCOCC1.[CH2:44]([NH2:51])[C:45]1[CH:50]=[CH:49][CH:48]=[CH:47][CH:46]=1. The catalyst is C1COCC1.CN(C1C=CN=CC=1)C.CCOC(C)=O. The product is [CH2:1]([N:8]1[CH2:12][CH2:11][C:10]([NH:15][C:16]([CH:17]([O:22][C:25](=[O:26])[NH:51][CH2:44][C:45]2[CH:50]=[CH:49][CH:48]=[CH:47][CH:46]=2)[CH2:18][CH:19]([CH3:21])[CH3:20])=[O:23])([C:13]#[N:14])[CH2:9]1)[C:2]1[CH:3]=[CH:4][CH:5]=[CH:6][CH:7]=1. The yield is 0.400. (5) The reactants are [H-].[Na+].C(O[C:6](=[O:22])[CH2:7][N:8]=[C:9]([C:16]1[CH:21]=[CH:20][CH:19]=[CH:18][CH:17]=1)[C:10]1[CH:15]=[CH:14][CH:13]=[CH:12][CH:11]=1)C.Br.[NH2:24][C:25]1[C:30]([CH2:31]Br)=[CH:29][C:28]([Br:33])=[CH:27][N:26]=1. The catalyst is CN(C=O)C. The product is [C:9](=[N:8][CH:7]1[CH2:31][C:30]2[C:25](=[N:26][CH:27]=[C:28]([Br:33])[CH:29]=2)[NH:24][C:6]1=[O:22])([C:10]1[CH:11]=[CH:12][CH:13]=[CH:14][CH:15]=1)[C:16]1[CH:17]=[CH:18][CH:19]=[CH:20][CH:21]=1. The yield is 0.560.